From a dataset of Full USPTO retrosynthesis dataset with 1.9M reactions from patents (1976-2016). Predict the reactants needed to synthesize the given product. (1) Given the product [C:1]([N:4]1[C:13]2[C:8](=[CH:9][C:10]([C:14]([O:16][CH2:17][CH3:18])=[O:15])=[CH:11][CH:12]=2)[CH:7]([NH:19][C:28]2[N:42]=[CH:30][CH:31]=[CH:36][N:27]=2)[CH:6]([CH3:20])[CH:5]1[CH:21]1[CH2:22][CH2:23]1)(=[O:3])[CH3:2], predict the reactants needed to synthesize it. The reactants are: [C:1]([N:4]1[C:13]2[C:8](=[CH:9][C:10]([C:14]([O:16][CH2:17][CH3:18])=[O:15])=[CH:11][CH:12]=2)[CH:7]([NH2:19])[CH:6]([CH3:20])[CH:5]1[CH:21]1[CH2:23][CH2:22]1)(=[O:3])[CH3:2].C([N:27]1[C:36]2[C:31](=CC(C(OCC)=O)=CC=2)[C@H:30]([NH2:42])[C@@H](C)[C@@H:28]1C1CC1)(=O)C.FC1N=CC=CN=1.CCN(C(C)C)C(C)C. (2) Given the product [NH2:11][C@H:12]1[CH2:17][CH2:16][N:15]([C:18]2[CH:19]=[C:20]([CH:25]=[C:26]([F:28])[CH:27]=2)[C:21]([O:23][CH3:24])=[O:22])[CH2:14][C@H:13]1[O:29][CH3:30], predict the reactants needed to synthesize it. The reactants are: C(OC([NH:11][C@H:12]1[CH2:17][CH2:16][N:15]([C:18]2[CH:19]=[C:20]([CH:25]=[C:26]([F:28])[CH:27]=2)[C:21]([O:23][CH3:24])=[O:22])[CH2:14][C@H:13]1[O:29][CH3:30])=O)C1C=CC=CC=1. (3) The reactants are: [F:1][C:2]1[CH:7]=[CH:6][C:5]([C:8]2[CH:13]=[CH:12][N:11]=[CH:10][C:9]=2[N:14]([CH3:28])[C:15](=[O:27])[C:16]2[CH:21]=[C:20]([C:22]([F:25])([F:24])[F:23])[CH:19]=[C:18]([SH:26])[CH:17]=2)=[C:4]([O:29][CH3:30])[CH:3]=1.Br[CH2:32][CH2:33][CH2:34][CH2:35][C:36]([OH:38])=[O:37].CCN(C(C)C)C(C)C.[NH4+].[Cl-]. Given the product [F:1][C:2]1[CH:7]=[CH:6][C:5]([C:8]2[CH:13]=[CH:12][N:11]=[CH:10][C:9]=2[N:14]([CH3:28])[C:15]([C:16]2[CH:17]=[C:18]([S:26][CH2:32][CH2:33][CH2:34][CH2:35][C:36]([OH:38])=[O:37])[CH:19]=[C:20]([C:22]([F:25])([F:24])[F:23])[CH:21]=2)=[O:27])=[C:4]([O:29][CH3:30])[CH:3]=1, predict the reactants needed to synthesize it. (4) Given the product [CH3:31][C@@H:32]1[NH:33][C@@H:34]([CH3:38])[CH2:35][N:36]([CH2:28][CH2:27][C:25]2[O:26][C:22]3[CH:21]=[C:20]([C:6]4[C:5]5[C:9](=[CH:10][C:2]([F:1])=[CH:3][CH:4]=5)[NH:8][CH:7]=4)[CH:30]=[CH:29][C:23]=3[N:24]=2)[CH2:37]1, predict the reactants needed to synthesize it. The reactants are: [F:1][C:2]1[CH:10]=[C:9]2[C:5]([C:6]([C:20]3[CH:30]=[CH:29][C:23]4[N:24]=[C:25]([CH:27]=[CH2:28])[O:26][C:22]=4[CH:21]=3)=[CH:7][N:8]2S(C2C=CC=CC=2)(=O)=O)=[CH:4][CH:3]=1.[CH3:31][C@H:32]1[CH2:37][NH:36][CH2:35][C@H:34]([CH3:38])[NH:33]1.[OH-].[Na+]. (5) Given the product [CH3:17][P:15]([C:12]1[CH:13]=[CH:14][C:9]([NH:8][C:4]2[CH:3]=[C:2]([NH:30][CH2:29][C:19]34[CH2:28][CH:23]5[CH2:22][CH:21]([CH2:27][CH:25]([CH2:24]5)[CH2:26]3)[CH2:20]4)[N:7]=[CH:6][N:5]=2)=[CH:10][CH:11]=1)([CH3:18])=[O:16], predict the reactants needed to synthesize it. The reactants are: Cl[C:2]1[N:7]=[CH:6][N:5]=[C:4]([NH:8][C:9]2[CH:14]=[CH:13][C:12]([P:15]([CH3:18])([CH3:17])=[O:16])=[CH:11][CH:10]=2)[CH:3]=1.[C:19]12([CH2:29][NH2:30])[CH2:28][CH:23]3[CH2:24][CH:25]([CH2:27][CH:21]([CH2:22]3)[CH2:20]1)[CH2:26]2. (6) Given the product [CH3:31][N:32]([CH3:36])[CH2:33][CH2:34][N:19]1[C:18](=[O:23])/[C:17](=[CH:16]/[C:12]2[CH:11]=[C:10]3[C:15](=[CH:14][CH:13]=2)[N:7]([CH2:6][C:5]2[CH:24]=[CH:25][C:2]([F:1])=[CH:3][C:4]=2[C:26]([F:29])([F:27])[F:28])[CH:8]=[CH:9]3)/[S:21][C:20]1=[O:22], predict the reactants needed to synthesize it. The reactants are: [F:1][C:2]1[CH:25]=[CH:24][C:5]([CH2:6][N:7]2[C:15]3[C:10](=[CH:11][C:12](/[CH:16]=[C:17]4/[C:18](=[O:23])[NH:19][C:20](=[O:22])[S:21]/4)=[CH:13][CH:14]=3)[CH:9]=[CH:8]2)=[C:4]([C:26]([F:29])([F:28])[F:27])[CH:3]=1.Cl.[CH3:31][N:32]([CH3:36])[CH2:33][CH2:34]Cl. (7) The reactants are: [CH:1]([O:4][C:5]([N:7]1[C@H:11]([CH2:12][CH3:13])[CH2:10][C@H:9]([N:14]([C:27]2[N:32]=[CH:31][C:30](Br)=[CH:29][N:28]=2)[CH2:15][C:16]2[CH:21]=[C:20]([C:22]([F:25])([F:24])[F:23])[CH:19]=[C:18]([Cl:26])[CH:17]=2)[C@@H:8]1[CH2:34][C:35]1[CH:40]=[CH:39][CH:38]=[CH:37][CH:36]=1)=[O:6])([CH3:3])[CH3:2].[CH3:41][N:42]1[CH:46]=[C:45](B2OC(C)(C)C(C)(C)O2)[CH:44]=[N:43]1.C(=O)([O-])[O-].[Na+].[Na+].O. Given the product [CH:1]([O:4][C:5]([N:7]1[C@H:11]([CH2:12][CH3:13])[CH2:10][C@H:9]([N:14]([CH2:15][C:16]2[CH:21]=[C:20]([C:22]([F:25])([F:24])[F:23])[CH:19]=[C:18]([Cl:26])[CH:17]=2)[C:27]2[N:32]=[CH:31][C:30]([C:45]3[CH:44]=[N:43][N:42]([CH3:41])[CH:46]=3)=[CH:29][N:28]=2)[C@@H:8]1[CH2:34][C:35]1[CH:40]=[CH:39][CH:38]=[CH:37][CH:36]=1)=[O:6])([CH3:3])[CH3:2], predict the reactants needed to synthesize it.